From a dataset of Forward reaction prediction with 1.9M reactions from USPTO patents (1976-2016). Predict the product of the given reaction. (1) Given the reactants [Br:1][C:2]1[CH:3]=[N:4][CH:5]=[C:6]([CH:10]=1)[C:7](Cl)=[O:8].Br[C:12]1[CH:18]=[CH:17][CH:16]=[CH:15][C:13]=1[NH2:14].C([O-])([O-])=O.[Cs+].[Cs+].N1C2C(=CC=C3C=2N=CC=C3)C=CC=1, predict the reaction product. The product is: [Br:1][C:2]1[CH:10]=[C:6]([C:7]2[O:8][C:12]3[CH:18]=[CH:17][CH:16]=[CH:15][C:13]=3[N:14]=2)[CH:5]=[N:4][CH:3]=1. (2) Given the reactants [OH:1][C:2]1[CH:7]=[CH:6][C:5]([CH2:8][C@@H:9]([O:41][C:42]([N:44]2[CH2:49][CH2:48][CH:47]([N:50]3[CH2:56][CH2:55][C:54]4[CH:57]=[CH:58][CH:59]=[CH:60][C:53]=4[NH:52][C:51]3=[O:61])[CH2:46][CH2:45]2)=[O:43])[C:10]([N:12]2[CH2:17][CH2:16][CH:15]([N:18]3[CH2:23][CH2:22][N:21](C(OCC4C5C=CC=CC=5C5C4=CC=CC=5)=O)[CH2:20][CH2:19]3)[CH2:14][CH2:13]2)=[O:11])=[CH:4][CH:3]=1, predict the reaction product. The product is: [O:61]=[C:51]1[N:50]([CH:47]2[CH2:48][CH2:49][N:44]([C:42]([O:41][C@H:9]([CH2:8][C:5]3[CH:4]=[CH:3][C:2]([OH:1])=[CH:7][CH:6]=3)[C:10](=[O:11])[N:12]3[CH2:17][CH2:16][CH:15]([N:18]4[CH2:19][CH2:20][NH:21][CH2:22][CH2:23]4)[CH2:14][CH2:13]3)=[O:43])[CH2:45][CH2:46]2)[CH2:56][CH2:55][C:54]2[CH:57]=[CH:58][CH:59]=[CH:60][C:53]=2[NH:52]1. (3) Given the reactants C(O)(C(F)(F)F)=O.C(OC(=O)[NH:14][C:15]1[C:24]2[C:19](=[CH:20][CH:21]=[CH:22][CH:23]=2)[C:18]([O:25][C:26]2[CH:31]=[CH:30][N:29]=[C:28]([NH:32][C:33]3[CH:38]=[C:37]([C:39](=[O:48])[NH:40][CH2:41][CH2:42][O:43][CH2:44][CH2:45][O:46][CH3:47])[CH:36]=[C:35]([C:49]#[CH:50])[CH:34]=3)[CH:27]=2)=[CH:17][CH:16]=1)(C)(C)C, predict the reaction product. The product is: [NH2:14][C:15]1[C:24]2[C:19](=[CH:20][CH:21]=[CH:22][CH:23]=2)[C:18]([O:25][C:26]2[CH:31]=[CH:30][N:29]=[C:28]([NH:32][C:33]3[CH:38]=[C:37]([CH:36]=[C:35]([C:49]#[CH:50])[CH:34]=3)[C:39]([NH:40][CH2:41][CH2:42][O:43][CH2:44][CH2:45][O:46][CH3:47])=[O:48])[CH:27]=2)=[CH:17][CH:16]=1.